Dataset: Forward reaction prediction with 1.9M reactions from USPTO patents (1976-2016). Task: Predict the product of the given reaction. (1) Given the reactants [Cl:1][C:2]1[CH:3]=[C:4]([N:10]2[C:14]([CH3:15])=[C:13]([CH2:16][C:17]3[CH:18]=[C:19]([CH:23]=[CH:24][CH:25]=3)[C:20](O)=[O:21])[C:12]([CH3:26])=[N:11]2)[CH:5]=[CH:6][C:7]=1[C:8]#[N:9].[CH3:27][NH:28][CH3:29].C1COCC1, predict the reaction product. The product is: [Cl:1][C:2]1[CH:3]=[C:4]([N:10]2[C:14]([CH3:15])=[C:13]([CH2:16][C:17]3[CH:18]=[C:19]([CH:23]=[CH:24][CH:25]=3)[C:20]([N:28]([CH3:29])[CH3:27])=[O:21])[C:12]([CH3:26])=[N:11]2)[CH:5]=[CH:6][C:7]=1[C:8]#[N:9]. (2) Given the reactants [CH2:1]([S:3][C:4]1[CH:9]=[CH:8][CH:7]=[CH:6][C:5]=1B(O)O)[CH3:2].Br[C:14]1[CH:15]=[CH:16][C:17]2[N:18]([CH:21]=[C:22]([C:24]([F:30])([F:29])[C:25]([F:28])([F:27])[F:26])[N:23]=2)[C:19]=1[CH3:20].P([O-])([O-])([O-])=O.[K+].[K+].[K+].O1CCOCC1, predict the reaction product. The product is: [CH2:1]([S:3][C:4]1[CH:9]=[CH:8][CH:7]=[CH:6][C:5]=1[C:14]1[CH:15]=[CH:16][C:17]2[N:18]([CH:21]=[C:22]([C:24]([F:30])([F:29])[C:25]([F:28])([F:27])[F:26])[N:23]=2)[C:19]=1[CH3:20])[CH3:2]. (3) Given the reactants [Cl:1][C:2]1[CH:10]=[C:9]2[C:5]([C:6]([C:11]([N:13]3[CH2:18][CH2:17][CH:16]([C:19]4[CH:24]=[CH:23][CH:22]=[CH:21][C:20]=4[O:25][C:26]([F:29])([F:28])[F:27])[CH2:15][CH2:14]3)=[O:12])=[CH:7][NH:8]2)=[CH:4][CH:3]=1.Cl[CH2:31][C:32]([N:34]1[CH2:39][CH2:38][N:37]([CH3:40])[CH2:36][CH2:35]1)=[O:33], predict the reaction product. The product is: [Cl:1][C:2]1[CH:10]=[C:9]2[C:5]([C:6]([C:11]([N:13]3[CH2:18][CH2:17][CH:16]([C:19]4[CH:24]=[CH:23][CH:22]=[CH:21][C:20]=4[O:25][C:26]([F:27])([F:28])[F:29])[CH2:15][CH2:14]3)=[O:12])=[CH:7][N:8]2[CH2:31][C:32]([N:34]2[CH2:39][CH2:38][N:37]([CH3:40])[CH2:36][CH2:35]2)=[O:33])=[CH:4][CH:3]=1. (4) Given the reactants [CH3:1][C:2]1[NH:3][C:4](=O)[C:5]2[N:10]([CH3:11])[C:9]([CH3:12])=[C:8]([CH3:13])[C:6]=2[N:7]=1.O=P(Cl)(Cl)[Cl:17].C(Cl)Cl.[OH-].[Na+], predict the reaction product. The product is: [Cl:17][C:4]1[C:5]2[N:10]([CH3:11])[C:9]([CH3:12])=[C:8]([CH3:13])[C:6]=2[N:7]=[C:2]([CH3:1])[N:3]=1. (5) Given the reactants [NH2:1][C:2]1[CH:6]=[C:5]([C:7]2[O:8][CH:9]=[CH:10][CH:11]=2)[NH:4][N:3]=1.[C:12]1([C:21]2[CH:26]=[CH:25][C:24]([C:27]([O-:29])=O)=[CH:23][CH:22]=2)[CH:17]=[CH:16][C:15]([C:18]([O-:20])=O)=[CH:14][CH:13]=1, predict the reaction product. The product is: [O:8]1[CH:9]=[CH:10][CH:11]=[C:7]1[C:5]1[NH:4][N:3]=[C:2]([NH:1][C:27]([C:24]2[CH:23]=[CH:22][C:21]([C:12]3[CH:13]=[CH:14][C:15]([C:18]([NH:1][C:2]4[CH:6]=[C:5]([C:7]5[O:8][CH:9]=[CH:10][CH:11]=5)[NH:4][N:3]=4)=[O:20])=[CH:16][CH:17]=3)=[CH:26][CH:25]=2)=[O:29])[CH:6]=1. (6) Given the reactants C([N:8](CC1C=CC=CC=1)[C@@H:9]1[C:15](=[O:16])[NH:14][C:13]2[CH:17]=[C:18]([F:21])[CH:19]=[CH:20][C:12]=2[O:11][C:10]1([CH3:23])[CH3:22])C1C=CC=CC=1, predict the reaction product. The product is: [NH2:8][C@@H:9]1[C:15](=[O:16])[NH:14][C:13]2[CH:17]=[C:18]([F:21])[CH:19]=[CH:20][C:12]=2[O:11][C:10]1([CH3:23])[CH3:22]. (7) The product is: [C:2]([N+:6]([O-:7])=[CH:8][C:10]1[CH:11]=[CH:12][C:13]([C:14](=[O:16])[NH:6][C:2]([CH3:5])([CH3:4])[CH3:3])=[CH:17][CH:18]=1)([CH3:5])([CH3:4])[CH3:3]. Given the reactants Cl.[C:2]([NH:6][OH:7])([CH3:5])([CH3:4])[CH3:3].[CH:8]([C:10]1[CH:18]=[CH:17][C:13]([C:14]([OH:16])=O)=[CH:12][CH:11]=1)=O, predict the reaction product. (8) The product is: [C:20]([C:24]1[CH:25]=[CH:26][C:27]2[N:28]([C:2]3[CH:7]=[C:6]([C:8]([CH3:15])([CH2:10][C:11]([CH3:14])([CH3:13])[CH3:12])[CH3:9])[CH:5]=[CH:4][C:3]=3[O:16][CH2:17][O:18][CH3:19])[C:29]3[C:34]([C:35]=2[CH:36]=1)=[CH:33][C:32]([C:55]([CH3:61])([CH3:60])[CH3:56])=[CH:31][CH:30]=3)([CH3:21])([CH3:22])[CH3:23]. Given the reactants I[C:2]1[CH:7]=[C:6]([C:8]([CH3:15])([CH2:10][C:11]([CH3:14])([CH3:13])[CH3:12])[CH3:9])[CH:5]=[CH:4][C:3]=1[O:16][CH2:17][O:18][CH3:19].[C:20]([C:24]1[CH:25]=[CH:26][C:27]2[NH:28][C:29]3[C:34]([C:35]=2[CH:36]=1)=[C:33](C(C)(C)C)[CH:32]=[CH:31][CH:30]=3)([CH3:23])([CH3:22])[CH3:21].[O-]P([O-])([O-])=O.[K+].[K+].[K+].CNCCNC.[C:55]1([CH3:61])[CH:60]=CC=C[CH:56]=1, predict the reaction product. (9) Given the reactants [Cl:1][C:2]1[CH:7]=[C:6]([O:8][C:9]([C:12]([O:14][CH2:15]C)=[O:13])([CH3:11])[CH3:10])[C:5]([Cl:17])=[CH:4][C:3]=1[O:18]C(=O)C1C=CC=CC=1.[Na].Cl, predict the reaction product. The product is: [CH3:15][O:14][C:12](=[O:13])[C:9]([O:8][C:6]1[CH:7]=[C:2]([Cl:1])[C:3]([OH:18])=[CH:4][C:5]=1[Cl:17])([CH3:11])[CH3:10].